Predict the product of the given reaction. From a dataset of Forward reaction prediction with 1.9M reactions from USPTO patents (1976-2016). (1) Given the reactants [C:1]([O:4][C@H:5]1[C@H:10]([N:11]=[C:12]=[S:13])[C@@H:9]([O:14][C:15](=[O:17])[CH3:16])[C@H:8]([O:18][C:19](=[O:21])[CH3:20])[C@@H:7]([CH2:22][O:23][C:24](=[O:26])[CH3:25])[O:6]1)(=[O:3])[CH3:2].Cl.[CH3:28][NH2:29], predict the reaction product. The product is: [C:1]([O:4][C@H:5]1[C@H:10]([NH:11][C:12]([NH:29][CH3:28])=[S:13])[C@@H:9]([O:14][C:15](=[O:17])[CH3:16])[C@H:8]([O:18][C:19](=[O:21])[CH3:20])[C@@H:7]([CH2:22][O:23][C:24](=[O:26])[CH3:25])[O:6]1)(=[O:3])[CH3:2]. (2) Given the reactants [NH:1]1[CH2:5][CH2:4][CH:3]([CH2:6][CH2:7][CH2:8][OH:9])[CH2:2]1.C([O-])([O-])=O.[K+].[K+].[C:16](O[C:16]([O:18][C:19]([CH3:22])([CH3:21])[CH3:20])=[O:17])([O:18][C:19]([CH3:22])([CH3:21])[CH3:20])=[O:17].[NH4+].[Cl-], predict the reaction product. The product is: [C:19]([O:18][C:16]([N:1]1[CH2:5][CH2:4][CH:3]([CH2:6][CH2:7][CH2:8][OH:9])[CH2:2]1)=[O:17])([CH3:22])([CH3:21])[CH3:20]. (3) Given the reactants [NH2:1][C@H:2]1[CH2:8][N:7]([CH2:9][C:10]2[CH:15]=[CH:14][CH:13]=[CH:12][CH:11]=2)[CH2:6][CH2:5][N:4]([CH2:16][C:17]2[CH:22]=[CH:21][CH:20]=[CH:19][CH:18]=2)[C:3]1=O.CC(C[AlH]CC(C)C)C.O.[OH-].[Na+], predict the reaction product. The product is: [CH2:16]([N:4]1[CH2:3][CH:2]([NH2:1])[CH2:8][N:7]([CH2:9][C:10]2[CH:15]=[CH:14][CH:13]=[CH:12][CH:11]=2)[CH2:6][CH2:5]1)[C:17]1[CH:18]=[CH:19][CH:20]=[CH:21][CH:22]=1. (4) Given the reactants ClC1C=CC(C2C3CN([C:16]4[N:25]=[C:24]5[C:19]([C:20](=[O:37])[C:21]([C:34]([OH:36])=[O:35])=[CH:22][N:23]5[C:26]5[CH:31]=[CH:30][C:29]([F:32])=[CH:28][C:27]=5[F:33])=[CH:18][C:17]=4[F:38])CC3ON=2)=CC=1.C(O)(C(F)(F)F)=O.FC(F)(F)C(O)=O.[CH3:53][O:54][C:55]1[N:60]=[CH:59][C:58]([C:61]2[C@@H:65]3[CH2:66][NH:67][CH2:68][C@@H:64]3[O:63][N:62]=2)=[CH:57][CH:56]=1, predict the reaction product. The product is: [F:33][C:27]1[CH:28]=[C:29]([F:32])[CH:30]=[CH:31][C:26]=1[N:23]1[C:24]2[C:19](=[CH:18][C:17]([F:38])=[C:16]([N:67]3[CH2:68][CH:64]4[CH:65]([C:61]([C:58]5[CH:59]=[N:60][C:55]([O:54][CH3:53])=[CH:56][CH:57]=5)=[N:62][O:63]4)[CH2:66]3)[N:25]=2)[C:20](=[O:37])[C:21]([C:34]([OH:36])=[O:35])=[CH:22]1. (5) Given the reactants Br[C:2]1[N:3]=[C:4]([C:7]2[CH:12]=[C:11]([C:13]3[CH:18]=[CH:17][C:16]([C:19]([F:22])([F:21])[F:20])=[CH:15][CH:14]=3)[CH:10]=[C:9]([CH3:23])[N:8]=2)[S:5][CH:6]=1.[C:24]([NH:28][S:29]([C:32]1[S:33][C:34](B2OC(C)(C)C(C)(C)O2)=[CH:35][CH:36]=1)(=[O:31])=[O:30])([CH3:27])([CH3:26])[CH3:25], predict the reaction product. The product is: [C:24]([NH:28][S:29]([C:32]1[S:33][C:34]([C:2]2[N:3]=[C:4]([C:7]3[CH:12]=[C:11]([C:13]4[CH:18]=[CH:17][C:16]([C:19]([F:22])([F:21])[F:20])=[CH:15][CH:14]=4)[CH:10]=[C:9]([CH3:23])[N:8]=3)[S:5][CH:6]=2)=[CH:35][CH:36]=1)(=[O:30])=[O:31])([CH3:27])([CH3:25])[CH3:26].